This data is from Full USPTO retrosynthesis dataset with 1.9M reactions from patents (1976-2016). The task is: Predict the reactants needed to synthesize the given product. (1) Given the product [Cl:2][C:3]1[N:8]=[C:7]([C:9]2[CH:10]=[N:11][N:12]([C:14]3([CH2:18][C:19]#[N:20])[CH2:17][N:16]([CH2:39][C:40]([F:43])([F:42])[F:41])[CH2:15]3)[CH:13]=2)[N:6]2[CH:21]=[CH:22][N:23]=[C:5]2[CH:4]=1, predict the reactants needed to synthesize it. The reactants are: Cl.[Cl:2][C:3]1[N:8]=[C:7]([C:9]2[CH:10]=[N:11][N:12]([C:14]3([CH2:18][C:19]#[N:20])[CH2:17][NH:16][CH2:15]3)[CH:13]=2)[N:6]2[CH:21]=[CH:22][N:23]=[C:5]2[CH:4]=1.CCN(C(C)C)C(C)C.FC(F)(F)S(O[CH2:39][C:40]([F:43])([F:42])[F:41])(=O)=O. (2) Given the product [C:20]([NH2:22])(=[O:21])[C:19]1[CH:40]=[CH:41][CH:42]=[CH:17][CH:18]=1, predict the reactants needed to synthesize it. The reactants are: C1(N2C(C(C)C)=C(C=O)C=N2)CC1.N([C:17]1[CH:18]=[C:19]([CH:40]=[CH:41][C:42]=1C)[C:20]([NH:22]C1C=C(C(C)(C)C)C=C(NS(C)(=O)=O)C=1OC)=[O:21])=[N+]=[N-]. (3) Given the product [CH:30]1([OH:31])[CH2:32][CH2:33][CH2:34][CH2:17][CH2:18][CH2:19][CH2:20][CH:21]=[CH:22][CH2:23][CH2:24][CH2:25][CH2:26][CH2:27][CH2:28][CH2:29]1, predict the reactants needed to synthesize it. The reactants are: C1(=O)CCCCCCCCCCCCCC1.[CH2:17]1[CH2:34][CH2:33][CH2:32][C:30](=[O:31])[CH2:29][CH2:28][CH2:27][CH2:26][CH2:25][CH2:24][CH2:23][CH:22]=[CH:21][CH2:20][CH2:19][CH2:18]1. (4) Given the product [N:26]1[CH:31]=[CH:30][N:29]=[CH:28][C:27]=1[CH:32]([NH:34][C:22]([C:11]1[CH:12]=[C:13]([C:15]2[CH:16]=[CH:17][C:18]([CH3:21])=[CH:19][CH:20]=2)[CH:14]=[C:9]([N:8]2[C:7]([CH3:25])=[N:6][N:5]=[C:4]2[CH:1]([CH3:3])[CH3:2])[CH:10]=1)=[O:23])[CH3:33], predict the reactants needed to synthesize it. The reactants are: [CH:1]([C:4]1[N:8]([C:9]2[CH:10]=[C:11]([C:22](O)=[O:23])[CH:12]=[C:13]([C:15]3[CH:20]=[CH:19][C:18]([CH3:21])=[CH:17][CH:16]=3)[CH:14]=2)[C:7]([CH3:25])=[N:6][N:5]=1)([CH3:3])[CH3:2].[N:26]1[CH:31]=[CH:30][N:29]=[CH:28][C:27]=1[CH:32]([NH2:34])[CH3:33].